From a dataset of Catalyst prediction with 721,799 reactions and 888 catalyst types from USPTO. Predict which catalyst facilitates the given reaction. (1) Reactant: [Cl:1][C:2]1[CH:14]=[CH:13][C:5]2[N:6]([CH2:9][C:10](O)=[O:11])[N:7]=[N:8][C:4]=2[C:3]=1[O:15][C:16]1[CH:21]=[C:20]([C:22]#[N:23])[CH:19]=[C:18]([Cl:24])[CH:17]=1.[NH:25]1[CH2:30][CH2:29][CH2:28][CH:27]([C:31]([NH2:33])=[O:32])[CH2:26]1.[Cl-].C(N=C=NCCC[NH+](C)C)C.N1C2C(=NC=CC=2)N(O)N=1.C(N(CC)CC)C. Product: [Cl:1][C:2]1[CH:14]=[CH:13][C:5]2[N:6]([CH2:9][C:10]([N:25]3[CH2:30][CH2:29][CH2:28][CH:27]([C:31]([NH2:33])=[O:32])[CH2:26]3)=[O:11])[N:7]=[N:8][C:4]=2[C:3]=1[O:15][C:16]1[CH:21]=[C:20]([C:22]#[N:23])[CH:19]=[C:18]([Cl:24])[CH:17]=1. The catalyst class is: 121. (2) Reactant: [C:1]([O:5][C:6]([N:8]1[CH2:12][CH2:11][CH:10]([S:13]C(=O)C)[CH2:9]1)=[O:7])([CH3:4])([CH3:3])[CH3:2].C[O-].[Na+].Cl. Product: [C:1]([O:5][C:6]([N:8]1[CH2:12][CH2:11][CH:10]([SH:13])[CH2:9]1)=[O:7])([CH3:4])([CH3:2])[CH3:3]. The catalyst class is: 5. (3) Reactant: ClC1C(NC2C=C(C3CC3)NN=2)=NC([NH:8][C@@H:9]([C:11]2[CH:16]=[CH:15][C:14]([F:17])=[C:13](C)[N:12]=2)[CH3:10])=NC=1.Cl.O1CCOCC1. Product: [F:17][C:14]1[CH:15]=[CH:16][C:11]([C@@H:9]([NH2:8])[CH3:10])=[N:12][CH:13]=1. The catalyst class is: 2. (4) Reactant: [CH3:1][O:2][C:3]1[CH:8]=[CH:7][C:6]([SH:9])=[CH:5][CH:4]=1.[C:10]([O:13][CH2:14][CH2:15]Br)(=[O:12])[CH3:11].C([O-])([O-])=O.[K+].[K+]. Product: [C:10]([O:13][CH2:14][CH2:15][S:9][C:6]1[CH:7]=[CH:8][C:3]([O:2][CH3:1])=[CH:4][CH:5]=1)(=[O:12])[CH3:11]. The catalyst class is: 21. (5) Reactant: CN(C)/[CH:3]=[CH:4]/[C:5]1[C:14]([N+:15]([O-])=O)=[CH:13][C:8]([C:9]([O:11][CH3:12])=[O:10])=[CH:7][C:6]=1[N+:18]([O-])=O. Product: [NH2:15][C:14]1[CH:13]=[C:8]([C:9]([O:11][CH3:12])=[O:10])[CH:7]=[C:6]2[C:5]=1[CH:4]=[CH:3][NH:18]2. The catalyst class is: 78.